From a dataset of Catalyst prediction with 721,799 reactions and 888 catalyst types from USPTO. Predict which catalyst facilitates the given reaction. (1) Product: [O:16]1[CH:17]=[CH:18][CH:19]=[C:15]1[C:11]1[O:12][C:13]([CH3:14])=[C:9]([CH2:8][O:7][C:6]2[CH:20]=[CH:21][C:3]([CH2:2][O:24][C:25]3[C:30]([C:31]([O:33][CH2:34][CH3:35])=[O:32])=[CH:29][N:28]=[C:27]([C:36]4[CH:41]=[CH:40][CH:39]=[CH:38][CH:37]=4)[N:26]=3)=[CH:4][C:5]=2[O:22][CH3:23])[N:10]=1. The catalyst class is: 6. Reactant: Cl[CH2:2][C:3]1[CH:21]=[CH:20][C:6]([O:7][CH2:8][C:9]2[N:10]=[C:11]([C:15]3[O:16][CH:17]=[CH:18][CH:19]=3)[O:12][C:13]=2[CH3:14])=[C:5]([O:22][CH3:23])[CH:4]=1.[OH:24][C:25]1[C:30]([C:31]([O:33][CH2:34][CH3:35])=[O:32])=[CH:29][N:28]=[C:27]([C:36]2[CH:41]=[CH:40][CH:39]=[CH:38][CH:37]=2)[N:26]=1.C(=O)([O-])[O-].[K+].[K+].CN(C)C=O. (2) Reactant: [NH2:1][C@H:2]([C:12]1[C:17]([C:18]2[CH:19]=[CH:20][C:21]([Cl:33])=[C:22]3[C:26]=2[N:25]([CH3:27])[N:24]=[C:23]3[NH:28][S:29]([CH3:32])(=[O:31])=[O:30])=[CH:16][C:15]([C:34]2[CH:39]=[CH:38][CH:37]=[CH:36][CH:35]=2)=[CH:14][N:13]=1)[CH2:3][C:4]1[CH:9]=[C:8]([F:10])[CH:7]=[C:6]([F:11])[CH:5]=1.[F:40][CH:41]([F:57])[C:42]1[C:43]2[C@H:53]3[CH2:54][C@H:52]3[C:51]([F:56])([F:55])[C:44]=2[N:45]([CH2:47][C:48](O)=[O:49])[N:46]=1.CN(C(ON1N=NC2C=CC=NC1=2)=[N+](C)C)C.F[P-](F)(F)(F)(F)F. Product: [Cl:33][C:21]1[CH:20]=[CH:19][C:18]([C:17]2[C:12]([C@@H:2]([NH:1][C:48](=[O:49])[CH2:47][N:45]3[C:44]4[C:51]([F:55])([F:56])[C@@H:52]5[CH2:54][C@@H:53]5[C:43]=4[C:42]([CH:41]([F:57])[F:40])=[N:46]3)[CH2:3][C:4]3[CH:5]=[C:6]([F:11])[CH:7]=[C:8]([F:10])[CH:9]=3)=[N:13][CH:14]=[C:15]([C:34]3[CH:35]=[CH:36][CH:37]=[CH:38][CH:39]=3)[CH:16]=2)=[C:26]2[C:22]=1[C:23]([NH:28][S:29]([CH3:32])(=[O:31])=[O:30])=[N:24][N:25]2[CH3:27]. The catalyst class is: 517. (3) Reactant: [ClH:1].C([O:4][C:5](=[O:19])[CH2:6][C@@H:7]([NH:15]C(=O)C)[C@H:8]([CH3:14])[C@H:9]([CH3:13])[CH2:10][CH2:11][CH3:12])C. Product: [ClH:1].[NH2:15][C@@H:7]([C@H:8]([CH3:14])[C@H:9]([CH3:13])[CH2:10][CH2:11][CH3:12])[CH2:6][C:5]([OH:19])=[O:4]. The catalyst class is: 6. (4) Reactant: [F:1][C:2]1[CH:7]=[CH:6][C:5]([NH2:8])=[C:4]([NH2:9])[CH:3]=1.[Cl:10][C:11]1[C:12]([N:16]=[C:17]=[S:18])=[CH:13][S:14][CH:15]=1. Product: [NH2:9][C:4]1[CH:3]=[C:2]([F:1])[CH:7]=[CH:6][C:5]=1[NH:8][C:17]([NH:16][C:12]1[C:11]([Cl:10])=[CH:15][S:14][CH:13]=1)=[S:18]. The catalyst class is: 1. (5) Reactant: [F:1][C:2]1[C:3]([O:49]COCC[Si](C)(C)C)=[CH:4][C:5]([CH2:44][C:45]([F:48])([F:47])[F:46])=[C:6]([C:8]2[N:13]=[C:12]([NH:14][CH2:15][C:16]3[CH:21]=[CH:20][C:19]([O:22]C)=[CH:18][C:17]=3[N:24]([CH3:29])[S:25]([CH3:28])(=[O:27])=[O:26])[C:11]3[C:30]([C:41]([NH2:43])=[O:42])=[N:31][N:32](COCC[Si](C)(C)C)[C:10]=3[CH:9]=2)[CH:7]=1.B(Br)(Br)Br. Product: [F:1][C:2]1[C:3]([OH:49])=[CH:4][C:5]([CH2:44][C:45]([F:47])([F:48])[F:46])=[C:6]([C:8]2[N:13]=[C:12]([NH:14][CH2:15][C:16]3[CH:21]=[CH:20][C:19]([OH:22])=[CH:18][C:17]=3[N:24]([CH3:29])[S:25]([CH3:28])(=[O:27])=[O:26])[C:11]3[C:30]([C:41]([NH2:43])=[O:42])=[N:31][NH:32][C:10]=3[CH:9]=2)[CH:7]=1. The catalyst class is: 137. (6) Reactant: [F:1][C:2]1[CH:7]=[CH:6][CH:5]=[C:4]([F:8])[C:3]=1[CH:9]([C:11]1[CH:16]=[CH:15][CH:14]=[C:13]([O:17][CH3:18])[C:12]=1[N+:19]([O-])=O)[OH:10].Cl.[Sn]. Product: [NH2:19][C:12]1[C:13]([O:17][CH3:18])=[CH:14][CH:15]=[CH:16][C:11]=1[CH:9]([C:3]1[C:4]([F:8])=[CH:5][CH:6]=[CH:7][C:2]=1[F:1])[OH:10]. The catalyst class is: 8. (7) Reactant: C1CCN2C(=NCCC2)CC1.[CH3:12][Si:13]([CH3:27])([CH3:26])[CH2:14][CH2:15][O:16][C:17]([C:19]1[S:20][C:21](CBr)=[CH:22][CH:23]=1)=[O:18]. Product: [CH3:12][Si:13]([CH3:27])([CH3:26])[CH2:14][CH2:15][O:16][C:17]([C:19]1[S:20][CH:21]=[CH:22][CH:23]=1)=[O:18]. The catalyst class is: 2.